From a dataset of Forward reaction prediction with 1.9M reactions from USPTO patents (1976-2016). Predict the product of the given reaction. (1) Given the reactants Cl[C:2]1[N:7]=[C:6]([NH:8][C:9]2[NH:13][N:12]=[C:11]([CH:14]3[CH2:16][CH2:15]3)[CH:10]=2)[CH:5]=[CH:4][N:3]=1.C(O)(=O)CCCCC(O)=O.[NH:27]1[C:35]2[C:30](=[CH:31][C:32]([CH:36]([NH2:38])[CH3:37])=[CH:33][CH:34]=2)[CH:29]=[CH:28]1.CCN(C(C)C)C(C)C.CCCCO, predict the reaction product. The product is: [NH:27]1[C:35]2[C:30](=[CH:31][C:32]([CH:36]([NH:38][C:2]3[N:7]=[C:6]([NH:8][C:9]4[CH:10]=[C:11]([CH:14]5[CH2:16][CH2:15]5)[NH:12][N:13]=4)[CH:5]=[CH:4][N:3]=3)[CH3:37])=[CH:33][CH:34]=2)[CH:29]=[CH:28]1. (2) The product is: [CH3:24][O:23][C:3]1[CH:4]=[C:5]2[C:10](=[CH:11][C:2]=1[O:1][CH2:36][CH2:35][O:34][CH2:33][CH2:32][N:29]1[CH2:28][CH2:27][N:26]([CH3:25])[CH2:31][CH2:30]1)[N:9]=[CH:8][N:7]=[C:6]2[O:12][C:13]1[CH:14]=[C:15]2[C:19](=[CH:20][CH:21]=1)[NH:18][C:17]([CH3:22])=[CH:16]2. Given the reactants [OH:1][C:2]1[CH:11]=[C:10]2[C:5]([C:6]([O:12][C:13]3[CH:14]=[C:15]4[C:19](=[CH:20][CH:21]=3)[NH:18][C:17]([CH3:22])=[CH:16]4)=[N:7][CH:8]=[N:9]2)=[CH:4][C:3]=1[O:23][CH3:24].[CH3:25][N:26]1[CH2:31][CH2:30][N:29]([CH2:32][CH2:33][O:34][CH2:35][CH2:36]O)[CH2:28][CH2:27]1, predict the reaction product.